Dataset: HIV replication inhibition screening data with 41,000+ compounds from the AIDS Antiviral Screen. Task: Binary Classification. Given a drug SMILES string, predict its activity (active/inactive) in a high-throughput screening assay against a specified biological target. (1) The compound is CN1CCCNCCN(CCc2ccccn2)CCCN(C)CC1. The result is 0 (inactive). (2) The compound is c1ccc(-c2nc(-c3ccccc3)n3c(-c4ccccc4)nnc3n2)cc1. The result is 0 (inactive). (3) The drug is COC(=O)C(C)(C)C1OC(=O)N(S(=O)(=O)c2c(C)cc(C)cc2C)C1C(C)C. The result is 0 (inactive). (4) The compound is O=[As](O)(O)O. The result is 0 (inactive). (5) The compound is COc1cccc2c1C1=CC(=O)CCC1C(C)(C)O2. The result is 0 (inactive). (6) The compound is O=C(NN=Cc1cc(S(=O)(=O)O)c2cccnc2c1O)C(=O)NN=Cc1cc(S(=O)(=O)O)c2cccnc2c1O.[NaH]. The result is 0 (inactive). (7) The compound is COC(=O)C12C(=O)C(C)C(=O)C1(C)C(C)=CC1C3(C=O)CCC(OC(C)=O)C(C)(C)C3CCC12C. The result is 0 (inactive). (8) The compound is COc1ccc2[nH]cc(CCNC(C)=O)c2c1. The result is 0 (inactive).